This data is from Forward reaction prediction with 1.9M reactions from USPTO patents (1976-2016). The task is: Predict the product of the given reaction. (1) Given the reactants [Cl:1][C:2]1[N:10]([CH2:11][O:12][CH2:13][CH2:14][Si:15]([CH3:18])([CH3:17])[CH3:16])[C:9]2[C:4](=[N:5][C:6]([C:20]3[CH:25]=[CH:24][C:23]([C:26]4([CH2:29][OH:30])[CH2:28][CH2:27]4)=[CH:22][CH:21]=3)=[C:7]([Cl:19])[CH:8]=2)[CH:3]=1, predict the reaction product. The product is: [Cl:1][C:2]1[N:10]([CH2:11][O:12][CH2:13][CH2:14][Si:15]([CH3:18])([CH3:16])[CH3:17])[C:9]2[C:4](=[N:5][C:6]([C:20]3[CH:21]=[CH:22][C:23]([C:26]4([CH:29]=[O:30])[CH2:28][CH2:27]4)=[CH:24][CH:25]=3)=[C:7]([Cl:19])[CH:8]=2)[CH:3]=1. (2) Given the reactants [Si:1]([O:18][CH2:19][C@@H:20]([OH:33])[CH2:21][C:22]#[C:23][C:24]1[CH:29]=[CH:28][C:27]([Cl:30])=[CH:26][C:25]=1[O:31][CH3:32])([C:14]([CH3:17])([CH3:16])[CH3:15])([C:8]1[CH:13]=[CH:12][CH:11]=[CH:10][CH:9]=1)[C:2]1[CH:7]=[CH:6][CH:5]=[CH:4][CH:3]=1.C([Si](OC[C@@H]1CO1)(C1C=CC=CC=1)C1C=CC=CC=1)(C)(C)C.ClC1C=CC(C#C)=C(OC)C=1.C([Li])CCC.B(F)(F)F.CCOCC, predict the reaction product. The product is: [C:14]([Si:1]([O:18][CH2:19][C@@H:20]1[CH2:21][CH2:22][C@H:23]([C:24]2[CH:29]=[CH:28][C:27]([Cl:30])=[CH:26][C:25]=2[O:31][CH3:32])[O:33]1)([C:8]1[CH:9]=[CH:10][CH:11]=[CH:12][CH:13]=1)[C:2]1[CH:7]=[CH:6][CH:5]=[CH:4][CH:3]=1)([CH3:15])([CH3:16])[CH3:17]. (3) Given the reactants [CH3:1][O:2][C:3]([C:5]1[CH:13]=[C:12]2[C:8]([CH:9]=[CH:10][NH:11]2)=[CH:7][CH:6]=1)=[O:4].Br[C:15]1[CH:19]=[CH:18][S:17][CH:16]=1.C(=O)([O-])[O-].[K+].[K+].C1(N)CCCCC1N, predict the reaction product. The product is: [CH3:1][O:2][C:3]([C:5]1[CH:13]=[C:12]2[C:8]([CH:9]=[CH:10][N:11]2[C:15]2[CH:19]=[CH:18][S:17][CH:16]=2)=[CH:7][CH:6]=1)=[O:4]. (4) The product is: [C:32]([O:36][C:37](=[O:38])[NH:39][CH:40]1[CH2:41][CH2:42][N:43]([C:26](=[O:7])[CH2:27][CH2:28][N:29]([CH3:31])[CH3:30])[CH2:44][CH2:45]1)([CH3:35])([CH3:33])[CH3:34]. Given the reactants Cl.CN(C(C)C(O)=[O:7])C.ON1C2C=CC=CC=2N=N1.Cl.C(N=C=N[CH2:26][CH2:27][CH2:28][N:29]([CH3:31])[CH3:30])C.[C:32]([O:36][C:37]([NH:39][CH:40]1[CH2:45][CH2:44][NH:43][CH2:42][CH2:41]1)=[O:38])([CH3:35])([CH3:34])[CH3:33].[OH-].[Na+], predict the reaction product. (5) Given the reactants Cl.Cl.[F:3][C:4]1[CH:9]=[C:8]([F:10])[CH:7]=[CH:6][C:5]=1[C:11]1[CH:16]=[CH:15][N:14]=[C:13]([N:17]2[CH2:22][CH2:21][NH:20][CH2:19][CH2:18]2)[CH:12]=1.C(N(CC)C(C)C)(C)C.[CH3:32][C:33]1[C:37]([CH3:38])=[C:36]([NH:39][C:40](=O)[O:41]CC(Cl)(Cl)Cl)[O:35][N:34]=1.O, predict the reaction product. The product is: [F:3][C:4]1[CH:9]=[C:8]([F:10])[CH:7]=[CH:6][C:5]=1[C:11]1[CH:16]=[CH:15][N:14]=[C:13]([N:17]2[CH2:18][CH2:19][N:20]([C:40]([NH:39][C:36]3[O:35][N:34]=[C:33]([CH3:32])[C:37]=3[CH3:38])=[O:41])[CH2:21][CH2:22]2)[CH:12]=1. (6) Given the reactants [NH2:1][C@H:2]([C:7]([O-:9])=[O:8])[CH2:3][C:4]([O-:6])=[O:5].[NH4+:10].[NH4+].N[C@H:13]([C:18]([O-])=[O:19])[CH2:14][C:15]([O-])=[O:16].[Na+:21].[Na+], predict the reaction product. The product is: [NH2:1][C@H:2]([C:7]([O-:9])=[O:8])[CH2:3][C:4]([O-:6])=[O:5].[Na+:21].[Na+:21].[C:18]1(=[O:19])[NH:10][C:15](=[O:16])[CH2:14][CH2:13]1.